This data is from Catalyst prediction with 721,799 reactions and 888 catalyst types from USPTO. The task is: Predict which catalyst facilitates the given reaction. Reactant: [CH2:1]([O:5][C:6]1[CH:11]=[CH:10][C:9]([CH2:12][CH2:13][CH2:14][OH:15])=[C:8]([O:16][C:17]2[C:22]([Cl:23])=[CH:21][C:20]([C:24]([F:27])([F:26])[F:25])=[CH:19][N:18]=2)[CH:7]=1)[CH2:2][CH:3]=[CH2:4].Cl[S:29]([N:32]=[C:33]=[O:34])(=[O:31])=[O:30].N1C=CC=CC=1.[CH:41]([O:44][CH2:45][CH2:46][NH2:47])([CH3:43])[CH3:42]. Product: [CH:41]([O:44][CH2:45][CH2:46][NH:47][S:29]([NH:32][C:33](=[O:34])[O:15][CH2:14][CH2:13][CH2:12][C:9]1[CH:10]=[CH:11][C:6]([O:5][CH2:1][CH2:2][CH:3]=[CH2:4])=[CH:7][C:8]=1[O:16][C:17]1[C:22]([Cl:23])=[CH:21][C:20]([C:24]([F:27])([F:26])[F:25])=[CH:19][N:18]=1)(=[O:31])=[O:30])([CH3:43])[CH3:42]. The catalyst class is: 93.